This data is from Peptide-MHC class II binding affinity with 134,281 pairs from IEDB. The task is: Regression. Given a peptide amino acid sequence and an MHC pseudo amino acid sequence, predict their binding affinity value. This is MHC class II binding data. The peptide sequence is VVAPQLPADLMIRII. The MHC is DRB1_0401 with pseudo-sequence DRB1_0401. The binding affinity (normalized) is 0.320.